This data is from Peptide-MHC class I binding affinity with 185,985 pairs from IEDB/IMGT. The task is: Regression. Given a peptide amino acid sequence and an MHC pseudo amino acid sequence, predict their binding affinity value. This is MHC class I binding data. (1) The peptide sequence is KIRNRIERL. The MHC is HLA-B46:01 with pseudo-sequence HLA-B46:01. The binding affinity (normalized) is 0.0847. (2) The peptide sequence is HLKRRKEPL. The MHC is BoLA-T2C with pseudo-sequence BoLA-T2C. The binding affinity (normalized) is 0.294. (3) The peptide sequence is RIRQGLERA. The MHC is HLA-B44:03 with pseudo-sequence HLA-B44:03. The binding affinity (normalized) is 0.0767. (4) The binding affinity (normalized) is 0.173. The peptide sequence is HIIIVALTI. The MHC is HLA-A02:01 with pseudo-sequence HLA-A02:01. (5) The peptide sequence is YIPPCQCTV. The MHC is HLA-A02:01 with pseudo-sequence HLA-A02:01. The binding affinity (normalized) is 0.568. (6) The peptide sequence is EAVRHFPRI. The MHC is HLA-B18:01 with pseudo-sequence HLA-B18:01. The binding affinity (normalized) is 0. (7) The peptide sequence is QIYLSDSDNI. The MHC is HLA-A02:02 with pseudo-sequence HLA-A02:02. The binding affinity (normalized) is 0.342.